Dataset: Full USPTO retrosynthesis dataset with 1.9M reactions from patents (1976-2016). Task: Predict the reactants needed to synthesize the given product. Given the product [Cl:1][C:2]1[CH:3]=[C:4]([N:8]2[C:12]([C:13]3[CH:18]=[C:17]([CH3:19])[CH:16]=[C:15]([F:20])[CH:14]=3)=[CH:11][C:10]([C:21]([N:57]3[CH2:61][C:60](=[O:62])[NH:59][CH2:58]3)=[O:22])=[N:9]2)[CH:5]=[CH:6][CH:7]=1, predict the reactants needed to synthesize it. The reactants are: [Cl:1][C:2]1[CH:3]=[C:4]([N:8]2[C:12]([C:13]3[CH:18]=[C:17]([CH3:19])[CH:16]=[C:15]([F:20])[CH:14]=3)=[CH:11][C:10]([C:21](O)=[O:22])=[N:9]2)[CH:5]=[CH:6][CH:7]=1.C(N(CC)C(C)C)(C)C.ClC1C=C(N2C(C3C=CC=C(OCCO)C=3)=CC(C([N:57]3[CH2:61][C:60](=[O:62])[NH:59][CH2:58]3)=O)=N2)C=CC=1.